The task is: Predict the product of the given reaction.. This data is from Forward reaction prediction with 1.9M reactions from USPTO patents (1976-2016). (1) Given the reactants [CH2:1]([O:8][C:9]([N:11]1[CH2:16][CH2:15][N:14]([C@H:17]([CH2:29][OH:30])[CH2:18][CH2:19][N:20]2[CH2:27][CH2:26][C:23]3([CH2:25][CH2:24]3)[C@H:22]([OH:28])[CH2:21]2)[C:13](=[O:31])[C@@H:12]1[CH3:32])=[O:10])[C:2]1[CH:7]=[CH:6][CH:5]=[CH:4][CH:3]=1.[CH2:33]([N:35]=[C:36]=[O:37])[CH3:34], predict the reaction product. The product is: [CH2:1]([O:8][C:9]([N:11]1[CH2:16][CH2:15][N:14]([C@H:17]([CH2:29][O:30][C:36](=[O:37])[NH:35][CH2:33][CH3:34])[CH2:18][CH2:19][N:20]2[CH2:27][CH2:26][C:23]3([CH2:25][CH2:24]3)[C@H:22]([OH:28])[CH2:21]2)[C:13](=[O:31])[C@@H:12]1[CH3:32])=[O:10])[C:2]1[CH:3]=[CH:4][CH:5]=[CH:6][CH:7]=1. (2) Given the reactants C1([C@@H:7]([NH:9][C@@H:10]2[C@H:15]([C:16]([O:18]CC)=O)[CH2:14][CH2:13][O:12][CH2:11]2)C)C=CC=CC=1.[CH3:21][C:22]([O-:25])([CH3:24])[CH3:23].[K+].CC[OH:29], predict the reaction product. The product is: [OH:18][CH2:16][C@H:15]1[CH2:14][CH2:13][O:12][CH2:11][C@@H:10]1[NH:9][C:7](=[O:29])[O:25][C:22]([CH3:24])([CH3:23])[CH3:21]. (3) Given the reactants C(=O)([O-])[O-].[K+].[K+].[CH3:7][C:8]([O:11][C:12]([NH:14][C@H:15]([C:24]([OH:26])=[O:25])[CH2:16][C:17]1[CH:22]=[CH:21][C:20]([OH:23])=[CH:19][CH:18]=1)=[O:13])([CH3:10])[CH3:9].F[C:28]1[CH:35]=[CH:34][C:31]([CH:32]=[O:33])=[CH:30][CH:29]=1, predict the reaction product. The product is: [C:8]([O:11][C:12]([NH:14][C@@H:15]([CH2:16][C:17]1[CH:18]=[CH:19][C:20]([O:23][C:28]2[CH:35]=[CH:34][C:31]([CH:32]=[O:33])=[CH:30][CH:29]=2)=[CH:21][CH:22]=1)[C:24]([OH:26])=[O:25])=[O:13])([CH3:7])([CH3:9])[CH3:10].